From a dataset of Reaction yield outcomes from USPTO patents with 853,638 reactions. Predict the reaction yield, written as a fraction of the theoretical maximum amount of product (1.0 means a 100% yield; for example, 0.34 means a 34% yield). The reactants are C(Cl)(=O)C(Cl)=O.CS(C)=O.[CH2:11]([N:13]1[CH2:18][CH2:17][N:16]([CH2:19][C:20]2[CH:25]=[CH:24][C:23]([CH2:26][OH:27])=[CH:22][CH:21]=2)[CH2:15][CH2:14]1)[CH3:12].CCN(CC)CC. The catalyst is C(Cl)Cl.O. The product is [CH2:11]([N:13]1[CH2:18][CH2:17][N:16]([CH2:19][C:20]2[CH:21]=[CH:22][C:23]([CH:26]=[O:27])=[CH:24][CH:25]=2)[CH2:15][CH2:14]1)[CH3:12]. The yield is 0.910.